This data is from Forward reaction prediction with 1.9M reactions from USPTO patents (1976-2016). The task is: Predict the product of the given reaction. (1) Given the reactants [CH:1]1([C:4]2([F:26])[CH2:7][N:6]([C:8]3[N:13]=[C:12]([S:14]([CH3:17])(=O)=O)[N:11]=[C:10]([NH:18][C:19]4[NH:23][N:22]=[C:21]([CH3:24])[CH:20]=4)[C:9]=3[F:25])[CH2:5]2)[CH2:3][CH2:2]1.[F:27][C:28]([F:41])([F:40])[CH2:29][C:30]([NH:32][C:33]1[CH:38]=[CH:37]C(S)=[CH:35][CH:34]=1)=[O:31], predict the reaction product. The product is: [CH3:24][C:21]1[CH:20]=[C:19]([NH:18][C:10]2[C:9]([F:25])=[C:8]([N:6]3[CH2:7][C:4]([CH:1]4[CH2:3][CH2:2]4)([F:26])[CH2:5]3)[N:13]=[C:12]([S:14][C:17]3[CH:35]=[CH:34][C:33]([NH:32][C:30](=[O:31])[CH2:29][C:28]([F:41])([F:27])[F:40])=[CH:38][CH:37]=3)[N:11]=2)[NH:23][N:22]=1. (2) Given the reactants CC[S:3]1(C)[C:7]2([CH2:12][CH2:11][NH:10][CH2:9][CH2:8]2)[NH:6][C:5](=[O:13])[CH2:4]1.Cl[C:16]1C=CC=C(C(OO)=O)[CH:17]=1.C(N)CN.[OH-].[Na+], predict the reaction product. The product is: [CH2:16]([C@H:4]1[C:5](=[O:13])[NH:6][C:7]2([CH2:8][CH2:9][NH:10][CH2:11][CH2:12]2)[S:3]1)[CH3:17]. (3) Given the reactants [Br:1][C:2]1[CH:12]=[C:11]([F:13])[C:5]2[O:6][CH2:7][C:8](=O)[NH:9][C:4]=2[C:3]=1[CH3:14].B, predict the reaction product. The product is: [Br:1][C:2]1[CH:12]=[C:11]([F:13])[C:5]2[O:6][CH2:7][CH2:8][NH:9][C:4]=2[C:3]=1[CH3:14]. (4) Given the reactants [Cl:1][C:2]1[CH:3]=[CH:4][C:5]([S:9][CH3:10])=[C:6]([CH:8]=1)[NH2:7].[I:11][C:12]1[CH:17]=[CH:16][C:15]([S:18](Cl)(=[O:20])=[O:19])=[CH:14][CH:13]=1, predict the reaction product. The product is: [Cl:1][C:2]1[CH:3]=[CH:4][C:5]([S:9][CH3:10])=[C:6]([NH:7][S:18]([C:15]2[CH:16]=[CH:17][C:12]([I:11])=[CH:13][CH:14]=2)(=[O:20])=[O:19])[CH:8]=1. (5) Given the reactants [CH:1]([C:4]1[C:12]2[C:7](=[N:8][CH:9]=[CH:10][C:11]=2[C:13]2[CH:14]=[N:15][C:16]3[C:21]([CH:22]=2)=[CH:20][CH:19]=[CH:18][CH:17]=3)[N:6]([C:23]2[CH:30]=[CH:29][C:26]([C:27]#[N:28])=[C:25]([NH:31][CH:32]3[CH2:37][CH2:36][NH:35][CH2:34][CH2:33]3)[CH:24]=2)[N:5]=1)([CH3:3])[CH3:2].C(N(CC)CC)C.[C:45](Cl)(=[O:47])[CH3:46].O, predict the reaction product. The product is: [C:45]([N:31]([CH:32]1[CH2:33][CH2:34][NH:35][CH2:36][CH2:37]1)[C:25]1[CH:24]=[C:23]([N:6]2[C:7]3=[N:8][CH:9]=[CH:10][C:11]([C:13]4[CH:14]=[N:15][C:16]5[C:21]([CH:22]=4)=[CH:20][CH:19]=[CH:18][CH:17]=5)=[C:12]3[C:4]([CH:1]([CH3:3])[CH3:2])=[N:5]2)[CH:30]=[CH:29][C:26]=1[C:27]#[N:28])(=[O:47])[CH3:46]. (6) Given the reactants C[O:2][C:3]1[CH:8]=[C:7]([O:9][CH3:10])[CH:6]=[CH:5][C:4]=1[C:11](=[O:21])[CH2:12][C:13]1[CH:18]=[CH:17][C:16]([O:19][CH3:20])=[CH:15][CH:14]=1.[I-].[Na+].O.O.O.O.O.O.O.[Cl-].[Ce+3].[Cl-].[Cl-].C(OCC)(=O)C, predict the reaction product. The product is: [OH:2][C:3]1[CH:8]=[C:7]([O:9][CH3:10])[CH:6]=[CH:5][C:4]=1[C:11](=[O:21])[CH2:12][C:13]1[CH:18]=[CH:17][C:16]([O:19][CH3:20])=[CH:15][CH:14]=1. (7) Given the reactants [NH2:1]/[C:2](/[C:16]#[N:17])=[C:3](\[NH:6][C:7]([NH:9][C:10]1[CH:15]=[CH:14][CH:13]=[CH:12][CH:11]=1)=[O:8])/[C:4]#[N:5].C1(N=C=[O:26])C=CC=CC=1.N/[C:28](=[C:31](\[NH2:34])/[C:32]#N)/[C:29]#N.[C:35](#N)[CH3:36], predict the reaction product. The product is: [O:8]=[C:7]1[NH:6][C:3]2[C:4](=[N:5][C:32]([C:31]3[CH:28]=[CH:29][CH:36]=[CH:35][N:34]=3)=[N:1][C:2]=2[C:16]([NH2:17])=[O:26])[N:9]1[C:10]1[CH:15]=[CH:14][CH:13]=[CH:12][CH:11]=1.